From a dataset of Reaction yield outcomes from USPTO patents with 853,638 reactions. Predict the reaction yield, written as a fraction of the theoretical maximum amount of product (1.0 means a 100% yield; for example, 0.34 means a 34% yield). (1) The reactants are [CH:1](=[O:6])[CH2:2][CH2:3][CH2:4][CH3:5].[OH-].[K+].[C:9]1(=[O:14])[CH2:13][CH2:12][CH2:11][CH2:10]1. The catalyst is [OH-].[Na+].C(=C1CCCC1=O)CCCC.O. The product is [OH:6][CH:1]([CH:10]1[CH2:11][CH2:12][CH2:13][C:9]1=[O:14])[CH2:2][CH2:3][CH2:4][CH3:5]. The yield is 0.400. (2) The reactants are [C:1]1([C:7]2[CH:16]=[CH:15][CH:14]=[C:13]3[C:8]=2[C:9]([NH:26][CH2:27][C:28]2[CH:33]=[CH:32][CH:31]=[CH:30][N:29]=2)=[N:10][N:11]=[C:12]3[C:17]2[CH:18]=[N:19][CH:20]=[C:21]([CH:25]=2)[C:22]([OH:24])=O)[CH:6]=[CH:5][CH:4]=[CH:3][CH:2]=1.CN(C(ON1N=NC2C=CC=NC1=2)=[N+](C)C)C.F[P-](F)(F)(F)(F)F.[CH3:58][C:59]1([CH3:66])[O:63][CH:62]([CH2:64][NH2:65])[CH2:61][O:60]1. The catalyst is CN(C=O)C.CN(C1C=CN=CC=1)C. The product is [CH3:58][C:59]1([CH3:66])[O:63][CH:62]([CH2:64][NH:65][C:22](=[O:24])[C:21]2[CH:25]=[C:17]([C:12]3[C:13]4[C:8](=[C:7]([C:1]5[CH:2]=[CH:3][CH:4]=[CH:5][CH:6]=5)[CH:16]=[CH:15][CH:14]=4)[C:9]([NH:26][CH2:27][C:28]4[CH:33]=[CH:32][CH:31]=[CH:30][N:29]=4)=[N:10][N:11]=3)[CH:18]=[N:19][CH:20]=2)[CH2:61][O:60]1. The yield is 0.119.